This data is from Forward reaction prediction with 1.9M reactions from USPTO patents (1976-2016). The task is: Predict the product of the given reaction. (1) Given the reactants [OH:1][C:2]1[CH:7]=[CH:6][C:5]([CH2:8][C:9]([OH:11])=[O:10])=[CH:4][CH:3]=1.C([O-])([O-])=O.[K+].[K+].F[C:19]1[CH:26]=[CH:25][C:22]([CH:23]=[O:24])=[CH:21][CH:20]=1.O, predict the reaction product. The product is: [CH:23]([C:22]1[CH:25]=[CH:26][C:19]([O:1][C:2]2[CH:3]=[CH:4][C:5]([CH2:8][C:9]([OH:11])=[O:10])=[CH:6][CH:7]=2)=[CH:20][CH:21]=1)=[O:24]. (2) Given the reactants [CH2:1]([O:3][C:4]([C:6]1([NH:15][C:16]([C:18]2[CH:27]=[C:26]([F:28])[C:25]3[C:20](=[CH:21][CH:22]=[CH:23][CH:24]=3)[C:19]=2[OH:29])=[O:17])[CH2:14][C:13]2[C:8](=[CH:9][CH:10]=[CH:11][CH:12]=2)[CH2:7]1)=[O:5])[CH3:2].[CH:30]1(O)[CH2:33][CH2:32][CH2:31]1, predict the reaction product. The product is: [CH2:1]([O:3][C:4]([C:6]1([NH:15][C:16]([C:18]2[CH:27]=[C:26]([F:28])[C:25]3[C:20](=[CH:21][CH:22]=[CH:23][CH:24]=3)[C:19]=2[O:29][CH:30]2[CH2:33][CH2:32][CH2:31]2)=[O:17])[CH2:7][C:8]2[C:13](=[CH:12][CH:11]=[CH:10][CH:9]=2)[CH2:14]1)=[O:5])[CH3:2]. (3) Given the reactants C(OC([N:8]1[CH2:13][CH2:12][S:11](=[O:15])(=[O:14])[CH2:10][CH2:9]1)=O)(C)(C)C.[F:16][C:17]([F:22])([F:21])[C:18]([OH:20])=[O:19].C(OCC)C, predict the reaction product. The product is: [F:16][C:17]([F:22])([F:21])[C:18]([OH:20])=[O:19].[NH:8]1[CH2:13][CH2:12][S:11](=[O:15])(=[O:14])[CH2:10][CH2:9]1. (4) Given the reactants Br[C:2]1[CH:7]=[CH:6][CH:5]=[CH:4][C:3]=1[C@@H:8]([OH:10])[CH3:9].O.O.[I-:13].[Na+], predict the reaction product. The product is: [I:13][C:2]1[CH:7]=[CH:6][CH:5]=[CH:4][C:3]=1[C@@H:8]([OH:10])[CH3:9].